Predict the reaction yield, written as a fraction of the theoretical maximum amount of product (1.0 means a 100% yield; for example, 0.34 means a 34% yield). From a dataset of Reaction yield outcomes from USPTO patents with 853,638 reactions. (1) The reactants are [OH:1][CH:2]1[CH2:7][CH2:6][CH:5]([O:8][C:9]2[CH:14]=[CH:13][C:12]([N:15]3[C:20](=[O:21])[C:19]([CH2:22][C:23]4[CH:28]=[CH:27][C:26]([C:29]5[CH:34]=[CH:33][CH:32]=[CH:31][C:30]=5[C:35]5[NH:39][C:38](=[O:40])[O:37][N:36]=5)=[CH:25][CH:24]=4)=[C:18]([CH2:41][CH2:42][CH3:43])[N:17]=[C:16]3[CH3:44])=[CH:11][CH:10]=2)[CH2:4][C:3]1([CH3:46])[CH3:45].CC(OI1(OC(C)=O)(OC(C)=O)OC(=O)C2C1=CC=CC=2)=O.C(OCC)(=O)C.S([O-])([O-])(=O)=S.[Na+].[Na+]. The catalyst is C(Cl)Cl.O. The product is [CH3:45][C:3]1([CH3:46])[C:2](=[O:1])[CH2:7][CH2:6][CH:5]([O:8][C:9]2[CH:14]=[CH:13][C:12]([N:15]3[C:20](=[O:21])[C:19]([CH2:22][C:23]4[CH:28]=[CH:27][C:26]([C:29]5[CH:34]=[CH:33][CH:32]=[CH:31][C:30]=5[C:35]5[NH:39][C:38](=[O:40])[O:37][N:36]=5)=[CH:25][CH:24]=4)=[C:18]([CH2:41][CH2:42][CH3:43])[N:17]=[C:16]3[CH3:44])=[CH:11][CH:10]=2)[CH2:4]1. The yield is 0.610. (2) The reactants are [NH2:1][C:2]1[S:3][C:4]([CH3:17])=[C:5]([CH3:16])[C:6]=1[C:7]([C:9]1[CH:14]=[CH:13][C:12]([Cl:15])=[CH:11][CH:10]=1)=[O:8].C(N(CC)CC)C.[Br:25][C:26]([CH3:31])([CH3:30])[C:27](Br)=[O:28]. The catalyst is ClCCl. The product is [Br:25][C:26]([CH3:31])([CH3:30])[C:27]([NH:1][C:2]1[S:3][C:4]([CH3:17])=[C:5]([CH3:16])[C:6]=1[C:7](=[O:8])[C:9]1[CH:14]=[CH:13][C:12]([Cl:15])=[CH:11][CH:10]=1)=[O:28]. The yield is 1.00. (3) The reactants are [O:1]=[C:2]1[NH:11][C:10]2[N:9]=[CH:8][CH:7]=[C:6]([O:12][C:13]3[CH:14]=[CH:15][C:16]4[O:20][C@@H:19]5[C@@H:21]([NH:22]C(=O)OC(C)(C)C)[C@@H:18]5[C:17]=4[CH:30]=3)[C:5]=2[CH2:4][CH2:3]1.Cl. The catalyst is CC(=O)OCC. The product is [NH2:22][C@H:21]1[C@H:18]2[C@@H:19]1[O:20][C:16]1[CH:15]=[CH:14][C:13]([O:12][C:6]3[CH:7]=[CH:8][N:9]=[C:10]4[C:5]=3[CH2:4][CH2:3][C:2](=[O:1])[NH:11]4)=[CH:30][C:17]=12. The yield is 0.960. (4) The catalyst is C(O)C. The reactants are Cl[CH2:2][CH2:3][CH2:4][CH:5]=[CH:6][CH2:7][CH2:8][C:9]([F:15])([F:14])[C:10]([F:13])([F:12])[F:11].[CH3:16][NH2:17].CC(OC)(C)C.O. The yield is 0.680. The product is [CH3:16][NH:17][CH2:2][CH2:3][CH2:4][CH:5]=[CH:6][CH2:7][CH2:8][C:9]([F:15])([F:14])[C:10]([F:13])([F:12])[F:11]. (5) The reactants are [CH3:1][NH:2][CH2:3][C:4]1[N:8]([CH3:9])[N:7]=[C:6]([N+:10]([O-:12])=[O:11])[CH:5]=1.[O:13]1[CH2:16][C:15](=O)[CH2:14]1.[BH3-]C#N.[Na+]. The catalyst is CO.[Cl-].[Cl-].[Zn+2]. The product is [CH3:1][N:2]([CH2:3][C:4]1[N:8]([CH3:9])[N:7]=[C:6]([N+:10]([O-:12])=[O:11])[CH:5]=1)[CH:15]1[CH2:16][O:13][CH2:14]1. The yield is 0.800.